From a dataset of Full USPTO retrosynthesis dataset with 1.9M reactions from patents (1976-2016). Predict the reactants needed to synthesize the given product. The reactants are: [Cl:1][C:2]1[CH:7]=[CH:6][C:5]([CH2:8][OH:9])=[CH:4][C:3]=1[CH2:10][C:11]1[CH:16]=[CH:15][C:14]([O:17][CH2:18][CH3:19])=[CH:13][CH:12]=1.BrC1C=CC(Cl)=C(CC2C=CC(OCC)=CC=2)C=1.[Li]CCCC.[C:43]([Si:47]([CH3:62])([CH3:61])[O:48][C@H:49]1[C@H:56]2[C@H:52]([O:53][C:54]([CH3:58])([CH3:57])[O:55]2)[O:51][C@H:50]1C=O)([CH3:46])([CH3:45])[CH3:44]. Given the product [C:43]([Si:47]([CH3:62])([CH3:61])[O:48][C@H:49]1[C@H:56]2[C@H:52]([O:53][C:54]([CH3:58])([CH3:57])[O:55]2)[O:51][C@H:50]1[C@H:8]([C:5]1[CH:6]=[CH:7][C:2]([Cl:1])=[C:3]([CH2:10][C:11]2[CH:12]=[CH:13][C:14]([O:17][CH2:18][CH3:19])=[CH:15][CH:16]=2)[CH:4]=1)[OH:9])([CH3:46])([CH3:45])[CH3:44], predict the reactants needed to synthesize it.